From a dataset of Reaction yield outcomes from USPTO patents with 853,638 reactions. Predict the reaction yield, written as a fraction of the theoretical maximum amount of product (1.0 means a 100% yield; for example, 0.34 means a 34% yield). (1) The reactants are Br[CH2:2][C:3]([C:5]1[C:10]([CH3:11])=[CH:9][C:8]([C:12]2[CH:17]=[CH:16][CH:15]=[CH:14][CH:13]=2)=[CH:7][C:6]=1[CH3:18])=O.[NH2:19][C:20]([NH2:22])=[S:21]. The catalyst is CCO. The product is [CH3:18][C:6]1[CH:7]=[C:8]([C:12]2[CH:17]=[CH:16][CH:15]=[CH:14][CH:13]=2)[CH:9]=[C:10]([CH3:11])[C:5]=1[C:3]1[N:19]=[C:20]([NH2:22])[S:21][CH:2]=1. The yield is 0.280. (2) The reactants are [C:1]([C:3]1[CH:8]=[CH:7][CH:6]=[CH:5][C:4]=1[C:9]1[N:14]=[CH:13][C:12]([CH2:15][CH:16]([C:22](=O)[CH2:23][CH2:24][CH3:25])[C:17]([O:19]CC)=O)=[CH:11][CH:10]=1)#[N:2].[Si:27]([O:34][CH:35]1[CH2:40][CH2:39][CH:38]([NH:41][C:42]2[NH:46][CH:45]=[N:44][N:43]=2)[CH2:37][CH2:36]1)([C:30]([CH3:33])([CH3:32])[CH3:31])([CH3:29])[CH3:28].C(N(CC)C1C=CC=CC=1)C. The catalyst is C(OCC)(=O)C. The product is [Si:27]([O:34][CH:35]1[CH2:40][CH2:39][CH:38]([N:41]2[C:17](=[O:19])[C:16]([CH2:15][C:12]3[CH:11]=[CH:10][C:9]([C:4]4[CH:5]=[CH:6][CH:7]=[CH:8][C:3]=4[C:1]#[N:2])=[N:14][CH:13]=3)=[C:22]([CH2:23][CH2:24][CH3:25])[N:43]3[N:44]=[CH:45][N:46]=[C:42]23)[CH2:37][CH2:36]1)([C:30]([CH3:33])([CH3:31])[CH3:32])([CH3:29])[CH3:28]. The yield is 0.210.